This data is from Catalyst prediction with 721,799 reactions and 888 catalyst types from USPTO. The task is: Predict which catalyst facilitates the given reaction. (1) Reactant: [N:1]#[C:2]Br.[N+:4]([C:7]1[CH:16]=[CH:15][CH:14]=[CH:13][C:8]=1[C:9]([NH:11][NH2:12])=[O:10])([O-:6])=[O:5]. Product: [N+:4]([C:7]1[CH:16]=[CH:15][CH:14]=[CH:13][C:8]=1[C:9]1[O:10][C:2]([NH2:1])=[N:12][N:11]=1)([O-:6])=[O:5]. The catalyst class is: 10. (2) Reactant: [Cl:1][C:2]1[CH:7]=[C:6]([C:8]2[N:9]=[N:10][NH:11][N:12]=2)[CH:5]=[CH:4][C:3]=1[NH:13][C:14]1[N:19]=[C:18]([NH:20][CH3:21])[C:17]([C:22]([F:25])([F:24])[F:23])=[CH:16][N:15]=1.[C:26]([O-])([O-])=O.[K+].[K+].CI. Product: [Cl:1][C:2]1[CH:7]=[C:6]([C:8]2[N:12]=[N:11][N:10]([CH3:26])[N:9]=2)[CH:5]=[CH:4][C:3]=1[NH:13][C:14]1[N:19]=[C:18]([NH:20][CH3:21])[C:17]([C:22]([F:24])([F:25])[F:23])=[CH:16][N:15]=1. The catalyst class is: 21. (3) Reactant: C([O:3][C:4]([C:6]1[CH:7]=[N:8][N:9]([CH2:29][C:30]2[CH:35]=[CH:34][CH:33]=[CH:32][CH:31]=2)[C:10]=1[C:11](=[O:28])[NH:12][C:13]1[CH:18]=[CH:17][N:16]2[N:19]=[C:20]([C:22]3[CH:27]=[CH:26][CH:25]=[CH:24][CH:23]=3)[N:21]=[C:15]2[CH:14]=1)=[O:5])C.O.[OH-].[Li+].Cl. Product: [CH2:29]([N:9]1[C:10]([C:11](=[O:28])[NH:12][C:13]2[CH:18]=[CH:17][N:16]3[N:19]=[C:20]([C:22]4[CH:23]=[CH:24][CH:25]=[CH:26][CH:27]=4)[N:21]=[C:15]3[CH:14]=2)=[C:6]([C:4]([OH:5])=[O:3])[CH:7]=[N:8]1)[C:30]1[CH:31]=[CH:32][CH:33]=[CH:34][CH:35]=1. The catalyst class is: 1. (4) Reactant: [F-].C([N+](CCCC)(CCCC)CCCC)CCC.C([Si](C)(C)[O:24][CH2:25][CH2:26][N:27]1[C:31]([CH3:32])=[CH:30][C:29]([C:33]2[CH:34]=[CH:35][C:36]([CH3:56])=[C:37]([NH:39][C:40]([C:42]3[C@H:47]([C:48]4[CH:53]=[CH:52][C:51]([F:54])=[CH:50][CH:49]=4)[CH2:46][C:45](=[O:55])[NH:44][CH:43]=3)=[O:41])[CH:38]=2)=[N:28]1)(C)(C)C. Product: [OH:24][CH2:25][CH2:26][N:27]1[C:31]([CH3:32])=[CH:30][C:29]([C:33]2[CH:34]=[CH:35][C:36]([CH3:56])=[C:37]([NH:39][C:40]([C:42]3[C@H:47]([C:48]4[CH:49]=[CH:50][C:51]([F:54])=[CH:52][CH:53]=4)[CH2:46][C:45](=[O:55])[NH:44][CH:43]=3)=[O:41])[CH:38]=2)=[N:28]1. The catalyst class is: 1.